From a dataset of Forward reaction prediction with 1.9M reactions from USPTO patents (1976-2016). Predict the product of the given reaction. (1) Given the reactants [NH2:1][C:2]1[N:7]=[CH:6][N:5]=[C:4]2[N:8]([CH:21]([C:23]3[O:24][C:25]4[C:30]([C:31](=[O:40])[C:32]=3[C:33]3[CH:38]=[CH:37][CH:36]=[C:35]([F:39])[CH:34]=3)=[CH:29][CH:28]=[CH:27][CH:26]=4)[CH3:22])[N:9]=[C:10]([C:11]3[CH:16]=[CH:15][C:14]([NH:17]C(=O)C)=[CH:13][CH:12]=3)[C:3]=12.Cl.C(=O)([O-])[O-].[Na+].[Na+].ClCCl, predict the reaction product. The product is: [NH2:1][C:2]1[N:7]=[CH:6][N:5]=[C:4]2[N:8]([CH:21]([C:23]3[O:24][C:25]4[C:30]([C:31](=[O:40])[C:32]=3[C:33]3[CH:38]=[CH:37][CH:36]=[C:35]([F:39])[CH:34]=3)=[CH:29][CH:28]=[CH:27][CH:26]=4)[CH3:22])[N:9]=[C:10]([C:11]3[CH:12]=[CH:13][C:14]([NH2:17])=[CH:15][CH:16]=3)[C:3]=12. (2) Given the reactants [CH:1]1[C:10]2[C@@H:11]3[CH2:16][NH:15][CH2:14][CH2:13][C@@H:12]3[N:8]3[C:9]=2[C:4]([CH2:5][CH2:6][CH2:7]3)=[CH:3][CH:2]=1.Cl[CH2:18][CH2:19][CH2:20][C:21]([C:23]1[CH:28]=[CH:27][C:26]([F:29])=[CH:25][CH:24]=1)=[O:22].C([O-])([O-])=O.[K+].[K+], predict the reaction product. The product is: [CH:1]1[C:10]2[C@@H:11]3[CH2:16][N:15]([CH2:18][CH2:19][CH2:20][C:21]([C:23]4[CH:24]=[CH:25][C:26]([F:29])=[CH:27][CH:28]=4)=[O:22])[CH2:14][CH2:13][C@@H:12]3[N:8]3[C:9]=2[C:4]([CH2:5][CH2:6][CH2:7]3)=[CH:3][CH:2]=1. (3) Given the reactants [Cl:1][C:2]1[CH:7]=[CH:6][C:5]([C:8]2[CH:24]=[C:11]3[CH:12]=[C:13]([C:16]4[CH:17]=[C:18]([CH:21]=[CH:22][CH:23]=4)C=O)[CH:14]=[CH:15][N:10]3[N:9]=2)=[CH:4][CH:3]=1.C1([Mg]Br)CC1.[O:30]1[CH2:34][CH2:33][CH2:32][CH2:31]1, predict the reaction product. The product is: [Cl:1][C:2]1[CH:3]=[CH:4][C:5]([C:8]2[CH:24]=[C:11]3[CH:12]=[C:13]([C:16]4[CH:17]=[C:18]([C:33]5([CH2:34][OH:30])[CH2:31][CH2:32]5)[CH:21]=[CH:22][CH:23]=4)[CH:14]=[CH:15][N:10]3[N:9]=2)=[CH:6][CH:7]=1. (4) Given the reactants [Cl:1][C:2]1[CH:7]=[CH:6][C:5]([S:8][C:9]2[N:13]([CH3:14])[C:12]([C:15]3[CH:20]=[CH:19][CH:18]=[CH:17][CH:16]=3)=[N:11][C:10]=2[C:21]2[CH:26]=[CH:25][C:24]([C:27]([CH3:31])([CH3:30])[C:28]#[N:29])=[CH:23][CH:22]=2)=[CH:4][CH:3]=1.Cl.CC[OH:35], predict the reaction product. The product is: [Cl:1][C:2]1[CH:7]=[CH:6][C:5]([S:8][C:9]2[N:13]([CH3:14])[C:12]([C:15]3[CH:20]=[CH:19][CH:18]=[CH:17][CH:16]=3)=[N:11][C:10]=2[C:21]2[CH:22]=[CH:23][C:24]([C:27]([CH3:31])([CH3:30])[C:28]([NH2:29])=[O:35])=[CH:25][CH:26]=2)=[CH:4][CH:3]=1. (5) Given the reactants [Br:1][C:2]1[CH:3]=[CH:4][CH:5]=[C:6]2[C:10]=1[NH:9][C:8]([C:11]([F:14])([F:13])[F:12])=[C:7]2[CH2:15][CH2:16][CH2:17][O:18][C:19]1[CH:24]=[C:23]([CH3:25])[C:22]([Cl:26])=[C:21]([CH3:27])[CH:20]=1.Br[CH2:29][C:30]1[CH:39]=[CH:38][C:33]([C:34]([O:36][CH3:37])=[O:35])=[CH:32][N:31]=1, predict the reaction product. The product is: [Br:1][C:2]1[CH:3]=[CH:4][CH:5]=[C:6]2[C:10]=1[N:9]([CH2:29][C:30]1[CH:39]=[CH:38][C:33]([C:34]([O:36][CH3:37])=[O:35])=[CH:32][N:31]=1)[C:8]([C:11]([F:12])([F:13])[F:14])=[C:7]2[CH2:15][CH2:16][CH2:17][O:18][C:19]1[CH:24]=[C:23]([CH3:25])[C:22]([Cl:26])=[C:21]([CH3:27])[CH:20]=1. (6) Given the reactants F[C:2]1[CH:7]=[CH:6][CH:5]=[C:4]([F:8])[N:3]=1.[Cl:9][C:10]1[CH:17]=[CH:16][C:13]([CH2:14][NH2:15])=[CH:12][CH:11]=1.C(NC(C(C)C)C)(C)C.O, predict the reaction product. The product is: [Cl:9][C:10]1[CH:17]=[CH:16][C:13]([CH2:14][NH:15][C:2]2[CH:7]=[CH:6][CH:5]=[C:4]([F:8])[N:3]=2)=[CH:12][CH:11]=1. (7) Given the reactants [CH3:1][O:2][C:3]1[CH:4]=[C:5]2[C:10](=[CH:11][C:12]=1[O:13][CH3:14])[N:9]=[CH:8][CH:7]=[C:6]2[O:15][C:16]1[CH:21]=[CH:20][C:19]([OH:22])=[CH:18][C:17]=1[C:23](=[O:25])[CH3:24].[CH2:26](I)[CH2:27][CH2:28][CH3:29].C(=O)([O-])[O-].[K+].[K+], predict the reaction product. The product is: [CH2:26]([O:22][C:19]1[CH:20]=[CH:21][C:16]([O:15][C:6]2[C:5]3[C:10](=[CH:11][C:12]([O:13][CH3:14])=[C:3]([O:2][CH3:1])[CH:4]=3)[N:9]=[CH:8][CH:7]=2)=[C:17]([C:23](=[O:25])[CH3:24])[CH:18]=1)[CH2:27][CH2:28][CH3:29]. (8) Given the reactants [Cl-:1].[Cl-].[Cl-].[CH:4]1([Zr+3:13])[C:12]2[C:7](=[CH:8][CH:9]=[CH:10][CH:11]=2)[CH:6]=[CH:5]1.[CH3:14][C-:15]1[CH:19]=[CH:18][C:17]([CH3:20])=[CH:16]1.[Li+], predict the reaction product. The product is: [Cl-:1].[Cl-:1].[CH3:20][C:17]1([Zr+2:13][CH:4]2[C:12]3[C:7](=[CH:8][CH:9]=[CH:10][CH:11]=3)[CH:6]=[CH:5]2)[CH:18]=[CH:19][C:15]([CH3:14])=[CH:16]1. (9) The product is: [O:7]=[C:6]1[NH:22][C:20](=[O:21])[CH2:19][C:13]2([CH2:14][CH2:15][CH2:16][CH2:17][CH2:18]2)[CH2:5]1. Given the reactants C[O-].[Na+].C[C:5](C)(C([O-])=O)[C:6]([O-])=[O:7].[C:13]1(=[C:19](C#N)[C:20]([NH2:22])=[O:21])[CH2:18][CH2:17][CH2:16][CH2:15][CH2:14]1.[OH-].[Na+], predict the reaction product.